This data is from NCI-60 drug combinations with 297,098 pairs across 59 cell lines. The task is: Regression. Given two drug SMILES strings and cell line genomic features, predict the synergy score measuring deviation from expected non-interaction effect. Drug 1: CN(CC1=CN=C2C(=N1)C(=NC(=N2)N)N)C3=CC=C(C=C3)C(=O)NC(CCC(=O)O)C(=O)O. Drug 2: CS(=O)(=O)OCCCCOS(=O)(=O)C. Cell line: MALME-3M. Synergy scores: CSS=4.86, Synergy_ZIP=-5.04, Synergy_Bliss=-6.43, Synergy_Loewe=-4.66, Synergy_HSA=-4.42.